From a dataset of Full USPTO retrosynthesis dataset with 1.9M reactions from patents (1976-2016). Predict the reactants needed to synthesize the given product. (1) Given the product [Br:1][C:2]1[CH:10]=[CH:9][CH:8]=[C:7]2[C:3]=1[CH:4]([CH3:12])[CH:5]=[CH:6]2, predict the reactants needed to synthesize it. The reactants are: [Br:1][C:2]1[CH:10]=[CH:9][CH:8]=[C:7]2[C:3]=1[CH:4]([CH3:12])[CH2:5][C:6]2=O.C1COCC1.CO.[BH4-].[Na+]. (2) Given the product [F:1][C:2]1[CH:10]=[CH:9][C:8]([N+:11]([O-:13])=[O:12])=[CH:7][C:3]=1[C:4]([NH:21][C:17]1[CH:18]=[CH:19][CH:20]=[C:15]([F:14])[CH:16]=1)=[O:6], predict the reactants needed to synthesize it. The reactants are: [F:1][C:2]1[CH:10]=[CH:9][C:8]([N+:11]([O-:13])=[O:12])=[CH:7][C:3]=1[C:4]([OH:6])=O.[F:14][C:15]1[CH:16]=[C:17]([NH3+:21])[CH:18]=[CH:19][CH:20]=1. (3) Given the product [OH:52][C:9]12[O:10][CH:5]([CH:6]([O:54][CH3:55])[CH2:7][CH:8]1[CH3:53])[CH:4]([O:56][CH3:57])[CH2:3][CH:2]([CH3:1])[CH2:33][C:32]([CH3:34])=[CH:31][CH:30]([CH2:35][CH2:36][CH3:37])[C:28](=[O:29])[CH2:27][CH:26]([OH:38])[CH:25]([CH3:39])[CH:24]([C:40]([CH3:51])=[CH:41][CH:42]1[CH2:43][CH2:44][CH:45]([OH:50])[CH:46]([O:48][CH3:49])[CH2:47]1)[O:23][C:21](=[O:22])[CH:20]1[N:15]([CH2:16][CH2:17][CH2:18][CH2:19]1)[C:13](=[O:14])[C:11]2=[O:12], predict the reactants needed to synthesize it. The reactants are: [CH3:1][C@H:2]1[CH2:33][C:32]([CH3:34])=[CH:31][C@@H:30]([CH2:35][CH:36]=[CH2:37])[C:28](=[O:29])[CH2:27][C@H:26]([OH:38])[C@@H:25]([CH3:39])[C@@H:24](/[C:40](/[CH3:51])=[CH:41]/[C@H:42]2[CH2:47][C@@H:46]([O:48][CH3:49])[C@H:45]([OH:50])[CH2:44][CH2:43]2)[O:23][C:21](=[O:22])[C@H:20]2[N:15]([CH2:16][CH2:17][CH2:18][CH2:19]2)[C:13](=[O:14])[C:11](=[O:12])[C@:9]2([OH:52])[O:10][C@@H:5]([C@@H:6]([O:54][CH3:55])[CH2:7][C@H:8]2[CH3:53])[C@@H:4]([O:56][CH3:57])[CH2:3]1. (4) Given the product [C:3]([N:1]1[C:9]2[C:4](=[CH:5][C:6]([NH:10][S:11]([CH3:14])(=[O:12])=[O:13])=[CH:7][CH:8]=2)[CH2:3][CH2:2]1)(=[O:17])[C:4]1[CH:9]=[CH:8][CH:7]=[CH:6][CH:5]=1, predict the reactants needed to synthesize it. The reactants are: [NH:1]1[C:9]2[C:4](=[CH:5][C:6]([NH:10][S:11]([CH3:14])(=[O:13])=[O:12])=[CH:7][CH:8]=2)[CH2:3][CH2:2]1.[H-].[Na+].[OH2:17]. (5) Given the product [CH2:21]([N:13]([CH3:14])[C:6]1[C:7]2[S:11][C:10]([NH:12][C:33](=[O:34])[C:32]3[CH:36]=[CH:37][N:38]=[C:30]([Br:29])[CH:31]=3)=[N:9][C:8]=2[C:3]([O:2][CH3:1])=[CH:4][CH:5]=1)[C:22]1[CH:27]=[CH:26][CH:25]=[CH:24][CH:23]=1, predict the reactants needed to synthesize it. The reactants are: [CH3:1][O:2][C:3]1[C:8]2[N:9]=[C:10]([NH2:12])[S:11][C:7]=2[C:6]([NH:13][CH3:14])=[CH:5][CH:4]=1.C(=O)([O-])[O-].[K+].[K+].[CH2:21](Br)[C:22]1[CH:27]=[CH:26][CH:25]=[CH:24][CH:23]=1.[Br:29][C:30]1[CH:31]=[C:32]([CH:36]=[CH:37][N:38]=1)[C:33](O)=[O:34].CN(C(ON1N=NC2C=CC=NC1=2)=[N+](C)C)C.F[P-](F)(F)(F)(F)F.C(N(C(C)C)C(C)C)C. (6) Given the product [O:24]=[C:23]1[NH:22][C:21]2[CH:25]=[CH:26][CH:27]=[CH:28][C:20]=2[O:19][C@H:18]([C:29]2[CH:34]=[CH:33][CH:32]=[CH:31][CH:30]=2)[C@@H:17]1[NH:16][C:14](=[O:15])[C@H:9]([CH2:10][CH:11]([CH3:12])[CH3:13])[NH2:8], predict the reactants needed to synthesize it. The reactants are: C(OC([NH:8][C@H:9]([C:14]([NH:16][C@@H:17]1[C:23](=[O:24])[NH:22][C:21]2[CH:25]=[CH:26][CH:27]=[CH:28][C:20]=2[O:19][C@@H:18]1[C:29]1[CH:34]=[CH:33][CH:32]=[CH:31][CH:30]=1)=[O:15])[CH2:10][CH:11]([CH3:13])[CH3:12])=O)(C)(C)C.FC(F)(F)C(O)=O. (7) The reactants are: [F:1][C:2]1[C:7]2[N:8]=[CH:9]S[C:6]=2[CH:5]=[C:4]([C:11]([NH:13][O:14][CH2:15][CH2:16][O:17]C=C)=[O:12])[C:3]=1[NH:20][C:21]1[CH:26]=[CH:25][C:24]([I:27])=[CH:23][C:22]=1[F:28].Cl.[OH:30]S(O)(=O)=O.FC(F)(F)C(O)=O.S1(CCCC1)(=O)=O. Given the product [F:1][C:2]1[C:7]2[N:8]=[CH:9][O:30][C:6]=2[CH:5]=[C:4]([C:11]([NH:13][O:14][CH2:15][CH2:16][OH:17])=[O:12])[C:3]=1[NH:20][C:21]1[CH:26]=[CH:25][C:24]([I:27])=[CH:23][C:22]=1[F:28], predict the reactants needed to synthesize it.